This data is from Full USPTO retrosynthesis dataset with 1.9M reactions from patents (1976-2016). The task is: Predict the reactants needed to synthesize the given product. (1) Given the product [CH2:1]([O:8][CH2:9][CH2:10][N:11]1[C:17](=[O:18])[C@@H:16]([NH:19][C:20](=[O:28])[CH:21]([O:25][CH2:26][CH3:27])[C:22]([NH:40][CH2:39][C:38]([F:45])([F:37])[C:41]([F:44])([F:43])[F:42])=[O:24])[C:15]2[CH:29]=[CH:30][CH:31]=[CH:32][C:14]=2[C:13]2[CH:33]=[CH:34][CH:35]=[CH:36][C:12]1=2)[C:2]1[CH:7]=[CH:6][CH:5]=[CH:4][CH:3]=1, predict the reactants needed to synthesize it. The reactants are: [CH2:1]([O:8][CH2:9][CH2:10][N:11]1[C:17](=[O:18])[C@@H:16]([NH:19][C:20](=[O:28])[CH:21]([O:25][CH2:26][CH3:27])[C:22]([OH:24])=O)[C:15]2[CH:29]=[CH:30][CH:31]=[CH:32][C:14]=2[C:13]2[CH:33]=[CH:34][CH:35]=[CH:36][C:12]1=2)[C:2]1[CH:7]=[CH:6][CH:5]=[CH:4][CH:3]=1.[F:37][C:38]([F:45])([C:41]([F:44])([F:43])[F:42])[CH2:39][NH2:40]. (2) The reactants are: [CH3:1][O:2][C:3]1[CH:4]=[C:5]([CH:8]=[C:9]([O:11][CH3:12])[CH:10]=1)[CH:6]=O.[CH3:13][C:14]([C:16]1[CH:17]=[CH:18][CH:19]=[C:20]([OH:22])[CH:21]=1)=[O:15]. Given the product [CH3:1][O:2][C:3]1[CH:4]=[C:5]([CH:6]=[CH:13][C:14]([C:16]2[CH:17]=[CH:18][CH:19]=[C:20]([OH:22])[CH:21]=2)=[O:15])[CH:8]=[C:9]([O:11][CH3:12])[CH:10]=1, predict the reactants needed to synthesize it. (3) Given the product [Cl:10][Si:11]([Cl:13])([Cl:12])[CH2:3][CH2:2][CH2:1][C:4]1[S:5][C:6]([CH3:9])=[CH:7][CH:8]=1, predict the reactants needed to synthesize it. The reactants are: [CH2:1]([C:4]1[S:5][C:6]([CH3:9])=[CH:7][CH:8]=1)[CH:2]=[CH2:3].[Cl:10][SiH:11]([Cl:13])[Cl:12]. (4) Given the product [Cl:10][CH2:11][CH2:12][N:4]1[CH2:5][CH2:6][CH2:7][S:1](=[O:9])(=[O:8])[CH2:2][CH2:3]1, predict the reactants needed to synthesize it. The reactants are: [S:1]1(=[O:9])(=[O:8])[CH2:7][CH2:6][CH2:5][NH:4][CH2:3][CH2:2]1.[Cl:10][CH2:11][CH:12]=O.O.B.N1C=CC=CC=1C. (5) Given the product [ClH:32].[CH3:8][N:9]1[CH:13]([C:14]([OH:16])=[O:15])[CH2:12][N:11]([C:21]2[CH:26]=[C:25]([C:27]([F:30])([F:29])[F:28])[N:24]=[CH:23][N:22]=2)[C:10]1=[O:31], predict the reactants needed to synthesize it. The reactants are: FC(F)(F)C(O)=O.[CH3:8][N:9]1[CH:13]([C:14]([O:16]C(C)(C)C)=[O:15])[CH2:12][N:11]([C:21]2[CH:26]=[C:25]([C:27]([F:30])([F:29])[F:28])[N:24]=[CH:23][N:22]=2)[C:10]1=[O:31].[Cl:32]CCl.